Dataset: Full USPTO retrosynthesis dataset with 1.9M reactions from patents (1976-2016). Task: Predict the reactants needed to synthesize the given product. (1) Given the product [Cl:8][C:7]1[C:2]([Cl:1])=[CH:3][C:4]([CH:9]=[CH2:10])=[CH:5][N:6]=1, predict the reactants needed to synthesize it. The reactants are: [Cl:1][C:2]1[CH:3]=[C:4]([CH:9](O)[CH3:10])[CH:5]=[N:6][C:7]=1[Cl:8].C1(C)C=CC(S(O)(=O)=O)=CC=1. (2) Given the product [CH2:1]([O:3][C:4](=[O:23])[CH2:5][O:6][C:7]1[CH:12]=[CH:11][C:10]([NH:13][CH2:14][CH3:15])=[CH:9][CH:8]=1)[CH3:2], predict the reactants needed to synthesize it. The reactants are: [CH2:1]([O:3][C:4](=[O:23])[CH2:5][O:6][C:7]1[CH:12]=[CH:11][C:10]([N:13](C(OC(C)(C)C)=O)[CH2:14][CH3:15])=[CH:9][CH:8]=1)[CH3:2].C(O)(C(F)(F)F)=O. (3) Given the product [C:1]([O:5][C:6]([N:8]1[CH2:20][C@@H:19]([CH3:21])[N:18]2[C@H:10]([CH2:11][C:12]3[C:17]2=[N:16][C:15]([CH2:22][SH:27])=[C:14]([Br:24])[CH:13]=3)[CH2:9]1)=[O:7])([CH3:4])([CH3:3])[CH3:2], predict the reactants needed to synthesize it. The reactants are: [C:1]([O:5][C:6]([N:8]1[CH2:20][C@@H:19]([CH3:21])[N:18]2[C@H:10]([CH2:11][C:12]3[C:17]2=[N:16][C:15]([CH2:22]Br)=[C:14]([Br:24])[CH:13]=3)[CH2:9]1)=[O:7])([CH3:4])([CH3:3])[CH3:2].NC(N)=[S:27].[OH-].[Na+].